This data is from Forward reaction prediction with 1.9M reactions from USPTO patents (1976-2016). The task is: Predict the product of the given reaction. (1) Given the reactants [Cl:1][C:2]1[CH:6]=[CH:5][S:4][C:3]=1[C:7]([N:9]1[CH2:14][CH2:13][CH:12]([N:15]2[CH2:20][CH2:19][CH:18]([N:21]3[C:25]4[CH:26]=[CH:27][CH:28]=[CH:29][C:24]=4[NH:23][C:22]3=[O:30])[CH2:17][CH2:16]2)[CH2:11][CH2:10]1)=O.[H-].[Al+3].[Li+].[H-].[H-].[H-], predict the reaction product. The product is: [Cl:1][C:2]1[CH:6]=[CH:5][S:4][C:3]=1[CH2:7][N:9]1[CH2:14][CH2:13][CH:12]([N:15]2[CH2:20][CH2:19][CH:18]([N:21]3[C:25]4[CH:26]=[CH:27][CH:28]=[CH:29][C:24]=4[NH:23][C:22]3=[O:30])[CH2:17][CH2:16]2)[CH2:11][CH2:10]1. (2) Given the reactants [K+].[F:2][C:3]([F:21])([S:17]([O-:20])(=[O:19])=[O:18])[C:4]([F:16])([F:15])[C:5]([F:14])([F:13])[C:6]([F:12])([F:11])[S:7]([O-:10])(=[O:9])=[O:8].[K+].[Br-].[C:24]1([S+:30]([C:37]2[CH:42]=[CH:41][CH:40]=[CH:39][CH:38]=2)[C:31]2[CH:36]=[CH:35][CH:34]=[CH:33][CH:32]=2)[CH:29]=[CH:28][CH:27]=[CH:26][CH:25]=1.C(Cl)(Cl)Cl, predict the reaction product. The product is: [F:12][C:6]([F:11])([S:7]([O-:10])(=[O:9])=[O:8])[C:5]([F:14])([F:13])[C:4]([F:15])([F:16])[C:3]([F:2])([F:21])[S:17]([O-:20])(=[O:18])=[O:19].[C:37]1([S+:30]([C:24]2[CH:25]=[CH:26][CH:27]=[CH:28][CH:29]=2)[C:31]2[CH:36]=[CH:35][CH:34]=[CH:33][CH:32]=2)[CH:38]=[CH:39][CH:40]=[CH:41][CH:42]=1.[C:37]1([S+:30]([C:24]2[CH:25]=[CH:26][CH:27]=[CH:28][CH:29]=2)[C:31]2[CH:36]=[CH:35][CH:34]=[CH:33][CH:32]=2)[CH:38]=[CH:39][CH:40]=[CH:41][CH:42]=1. (3) Given the reactants C1(C)C=CC=CC=1.C([N:10](CC)CC)C.[F:15][CH:16]1[CH2:23][C@@:22]2(C(O)=O)[C@H:18]([C:19](=[O:35])[N:20]([C@@H:27]([C:29]3[CH:34]=[CH:33][CH:32]=[CH:31][CH:30]=3)[CH3:28])[CH2:21]2)[CH2:17]1.C1(P(N=[N+]=[N-])(C2C=CC=CC=2)=O)C=CC=CC=1, predict the reaction product. The product is: [NH2:10][C@:22]12[CH2:23][CH:16]([F:15])[CH2:17][C@@H:18]1[C:19](=[O:35])[N:20]([C@@H:27]([C:29]1[CH:34]=[CH:33][CH:32]=[CH:31][CH:30]=1)[CH3:28])[CH2:21]2. (4) Given the reactants C(N(CC)C(C)C)(C)C.Cl.[Br:11][C:12]1[CH:13]=[C:14]([Cl:28])[C:15]([N:18]2[CH2:27][CH2:26][CH2:25][C:20]3([CH2:24][NH:23][CH2:22][CH2:21]3)[CH2:19]2)=[N:16][CH:17]=1.[CH:29]1([N:35]=[C:36]=[O:37])[CH2:34][CH2:33][CH2:32][CH2:31][CH2:30]1, predict the reaction product. The product is: [Br:11][C:12]1[CH:13]=[C:14]([Cl:28])[C:15]([N:18]2[CH2:27][CH2:26][CH2:25][C:20]3([CH2:24][N:23]([C:36]([NH:35][CH:29]4[CH2:34][CH2:33][CH2:32][CH2:31][CH2:30]4)=[O:37])[CH2:22][CH2:21]3)[CH2:19]2)=[N:16][CH:17]=1. (5) The product is: [Cl:13][C:14]1[CH:21]=[CH:20][C:17]([CH2:18][NH:19][C:10]2[C:9]3[C:4](=[CH:5][CH:6]=[CH:7][CH:8]=3)[N:3]=[C:2]([N:29]3[CH2:30][CH2:31][CH2:32][CH2:33][CH:28]3[C:22]3[CH:27]=[CH:26][CH:25]=[CH:24][CH:23]=3)[N:11]=2)=[CH:16][CH:15]=1. Given the reactants Cl[C:2]1[N:11]=[C:10](Cl)[C:9]2[C:4](=[CH:5][CH:6]=[CH:7][CH:8]=2)[N:3]=1.[Cl:13][C:14]1[CH:21]=[CH:20][C:17]([CH2:18][NH2:19])=[CH:16][CH:15]=1.[C:22]1([CH:28]2[CH2:33][CH2:32][CH2:31][CH2:30][NH:29]2)[CH:27]=[CH:26][CH:25]=[CH:24][CH:23]=1, predict the reaction product. (6) Given the reactants [F:1][C:2]1[CH:7]=[CH:6][CH:5]=[CH:4][C:3]=1[F:8].[CH3:9][Si:10](Cl)([CH3:12])[CH3:11].C([Li])CCC, predict the reaction product. The product is: [F:1][C:2]1[C:3]([F:8])=[C:4]([Si:10]([CH3:12])([CH3:11])[CH3:9])[CH:5]=[CH:6][C:7]=1[Si:10]([CH3:12])([CH3:11])[CH3:9].